This data is from Reaction yield outcomes from USPTO patents with 853,638 reactions. The task is: Predict the reaction yield, written as a fraction of the theoretical maximum amount of product (1.0 means a 100% yield; for example, 0.34 means a 34% yield). (1) The reactants are [C:1]([O:5][C:6](=[O:34])[NH:7][C:8]1[CH:9]=[C:10]2[CH:16]=[C:15]([C:17](=[O:24])[CH2:18][CH:19]3[CH2:23][CH2:22][CH2:21][CH2:20]3)[N:14]([S:25]([C:28]3[CH:33]=[CH:32][CH:31]=[CH:30][CH:29]=3)(=[O:27])=[O:26])[C:11]2=[N:12][CH:13]=1)([CH3:4])([CH3:3])[CH3:2].C[Si]([N-][Si](C)(C)C)(C)C.[Li+].[C:45]1([CH3:65])[CH:50]=[CH:49][C:48]([S:51](O[S:51]([C:48]2[CH:49]=[CH:50][C:45]([CH3:65])=[CH:46][CH:47]=2)(=[O:53])=[O:52])(=[O:53])=[O:52])=[CH:47][CH:46]=1. The catalyst is O1CCCC1. The product is [C:28]1([S:25]([N:14]2[C:11]3=[N:12][CH:13]=[C:8]([NH:7][C:6]([O:5][C:1]([CH3:4])([CH3:2])[CH3:3])=[O:34])[CH:9]=[C:10]3[CH:16]=[C:15]2[C:17]([O:24][S:51]([C:48]2[CH:49]=[CH:50][C:45]([CH3:65])=[CH:46][CH:47]=2)(=[O:53])=[O:52])=[CH:18][CH:19]2[CH2:23][CH2:22][CH2:21][CH2:20]2)(=[O:27])=[O:26])[CH:33]=[CH:32][CH:31]=[CH:30][CH:29]=1. The yield is 0.650. (2) The reactants are [N:1]1(C(OCC2C=CC=CC=2)=O)[CH2:6][CH2:5][C:4]2([C:18]3[CH:17]=[N:16][NH:15][C:14]=3[C:13]3[CH:12]=[CH:11][CH:10]=[CH:9][C:8]=3[O:7]2)[CH2:3][CH2:2]1. The catalyst is CO.[Pd]. The product is [NH:1]1[CH2:6][CH2:5][C:4]2([C:18]3[CH:17]=[N:16][NH:15][C:14]=3[C:13]3[CH:12]=[CH:11][CH:10]=[CH:9][C:8]=3[O:7]2)[CH2:3][CH2:2]1. The yield is 0.800. (3) The reactants are [Cl-].O[NH3+:3].[C:4](=[O:7])([O-])[OH:5].[Na+].CS(C)=O.[CH3:13][O:14][C:15]1[CH:20]=[CH:19][C:18]([N:21]2[C:26](=[O:27])[C:25]([CH2:28][C:29]3[CH:34]=[CH:33][C:32]([C:35]4[C:36]([C:41]#[N:42])=[CH:37][CH:38]=[CH:39][CH:40]=4)=[CH:31][CH:30]=3)=[C:24]([CH2:43][CH2:44][CH3:45])[N:23]=[C:22]2[CH3:46])=[CH:17][CH:16]=1. The catalyst is O.C(OCC)(=O)C. The product is [CH3:13][O:14][C:15]1[CH:16]=[CH:17][C:18]([N:21]2[C:26](=[O:27])[C:25]([CH2:28][C:29]3[CH:34]=[CH:33][C:32]([C:35]4[CH:40]=[CH:39][CH:38]=[CH:37][C:36]=4[C:41]4[NH:3][C:4](=[O:7])[O:5][N:42]=4)=[CH:31][CH:30]=3)=[C:24]([CH2:43][CH2:44][CH3:45])[N:23]=[C:22]2[CH3:46])=[CH:19][CH:20]=1. The yield is 0.600. (4) The reactants are [C:1]1([OH:7])[CH:6]=[CH:5][CH:4]=[CH:3][CH:2]=1.[H-].[Na+].[F:10][C:11]1[CH:16]=[CH:15][C:14]([C:17]2[C:24](=[O:25])[N:20]3[CH2:21][CH2:22][CH2:23][N:19]3[C:18]=2[C:26]2[CH:31]=[CH:30][N:29]=[C:28](S(C)(=O)=O)[N:27]=2)=[CH:13][CH:12]=1. The catalyst is C1COCC1.C([O-])(O)=O.[Na+]. The product is [F:10][C:11]1[CH:16]=[CH:15][C:14]([C:17]2[C:24](=[O:25])[N:20]3[CH2:21][CH2:22][CH2:23][N:19]3[C:18]=2[C:26]2[CH:31]=[CH:30][N:29]=[C:28]([O:7][C:1]3[CH:6]=[CH:5][CH:4]=[CH:3][CH:2]=3)[N:27]=2)=[CH:13][CH:12]=1. The yield is 0.380. (5) The reactants are [Cl:1][C:2]1[CH:22]=[C:21]([Cl:23])[CH:20]=[CH:19][C:3]=1[CH2:4][N:5]1[C:9]([CH2:10][CH2:11][C:12]([OH:14])=O)=[CH:8][C:7]([O:15][CH:16]([CH3:18])[CH3:17])=[N:6]1.[C:24]1([S:30]([NH2:33])(=[O:32])=[O:31])[CH:29]=[CH:28][CH:27]=[CH:26][CH:25]=1.N12CCCN=C1CCCCC2. The yield is 0.240. The catalyst is O1CCCC1. The product is [Cl:1][C:2]1[CH:22]=[C:21]([Cl:23])[CH:20]=[CH:19][C:3]=1[CH2:4][N:5]1[C:9]([CH2:10][CH2:11][C:12]([NH:33][S:30]([C:24]2[CH:29]=[CH:28][CH:27]=[CH:26][CH:25]=2)(=[O:32])=[O:31])=[O:14])=[CH:8][C:7]([O:15][CH:16]([CH3:18])[CH3:17])=[N:6]1. (6) The reactants are [CH3:1][O:2][C:3]1[CH:4]=[C:5]([CH:31]=[CH:32][CH:33]=1)[CH2:6][NH:7][C:8]([C:10]1[NH:11][C:12](=[O:30])[C:13]2[C:18]([CH2:19][O:20][CH2:21][C@H:22]3[CH2:27][CH2:26][C@H:25]([CH2:28][OH:29])[CH2:24][CH2:23]3)=[CH:17][S:16][C:14]=2[N:15]=1)=[O:9].[Cr](O[Cr]([O-])(=O)=O)([O-])(=O)=[O:35].[NH+]1C=CC=CC=1.[NH+]1C=CC=CC=1. The catalyst is CN(C)C=O.O. The product is [CH3:1][O:2][C:3]1[CH:4]=[C:5]([CH:31]=[CH:32][CH:33]=1)[CH2:6][NH:7][C:8]([C:10]1[NH:11][C:12](=[O:30])[C:13]2[C:18]([CH2:19][O:20][CH2:21][C@H:22]3[CH2:27][CH2:26][C@H:25]([C:28]([OH:35])=[O:29])[CH2:24][CH2:23]3)=[CH:17][S:16][C:14]=2[N:15]=1)=[O:9]. The yield is 0.870. (7) The reactants are [Br:1][CH2:2][CH2:3][CH2:4]Br.[CH2:6]([O:13][C:14]1[CH:15]=[C:16]([CH:29]=[CH:30][C:31]=1[O:32][CH2:33][C:34]1[CH:39]=[CH:38][CH:37]=[CH:36][CH:35]=1)[C:17]1[O:18][C:19]2[C:24]([C:25](=[O:28])[C:26]=1[OH:27])=[CH:23][CH:22]=[CH:21][CH:20]=2)[C:7]1[CH:12]=[CH:11][CH:10]=[CH:9][CH:8]=1.CC(C)([O-])C.[K+]. The catalyst is C1COCC1.C(Cl)Cl. The product is [Br:1][CH2:2][CH2:3][CH2:4][O:27][C:26]1[C:25](=[O:28])[C:24]2[C:19](=[CH:20][CH:21]=[CH:22][CH:23]=2)[O:18][C:17]=1[C:16]1[CH:29]=[CH:30][C:31]([O:32][CH2:33][C:34]2[CH:39]=[CH:38][CH:37]=[CH:36][CH:35]=2)=[C:14]([O:13][CH2:6][C:7]2[CH:8]=[CH:9][CH:10]=[CH:11][CH:12]=2)[CH:15]=1. The yield is 0.420. (8) The reactants are Cl[C:2]1[C:11]2[C:6](=[CH:7][C:8]([O:14][CH2:15][CH:16]3[CH2:21][CH2:20][N:19]([CH3:22])[CH2:18][CH2:17]3)=[C:9]([O:12][CH3:13])[CH:10]=2)[N:5]=[CH:4][N:3]=1.[F:23][C:24]1[CH:30]=[C:29]([CH3:31])[CH:28]=[CH:27][C:25]=1[NH2:26].Cl. The catalyst is C(O)(C)C. The product is [F:23][C:24]1[CH:30]=[C:29]([CH3:31])[CH:28]=[CH:27][C:25]=1[NH:26][C:2]1[C:11]2[C:6](=[CH:7][C:8]([O:14][CH2:15][CH:16]3[CH2:21][CH2:20][N:19]([CH3:22])[CH2:18][CH2:17]3)=[C:9]([O:12][CH3:13])[CH:10]=2)[N:5]=[CH:4][N:3]=1. The yield is 0.610. (9) The reactants are C(NC(C)C)(C)C.[Cl:8][C:9]1[CH:16]=[C:15]([N:17]2[C:21](=[O:22])[CH2:20][C@H:19]([OH:23])[C@@H:18]2[CH3:24])[CH:14]=[CH:13][C:10]=1[C:11]#[N:12].Br[CH2:26][C:27]([CH3:29])=[CH2:28].C(O)(=O)C. The catalyst is C1COCC1.O. The yield is 0.461. The product is [Cl:8][C:9]1[CH:16]=[C:15]([N:17]2[C:21](=[O:22])[C@@H:20]([CH2:28][C:27]([CH3:29])=[CH2:26])[C@H:19]([OH:23])[C@@H:18]2[CH3:24])[CH:14]=[CH:13][C:10]=1[C:11]#[N:12].